From a dataset of Reaction yield outcomes from USPTO patents with 853,638 reactions. Predict the reaction yield, written as a fraction of the theoretical maximum amount of product (1.0 means a 100% yield; for example, 0.34 means a 34% yield). (1) The reactants are [C:1]([O:5][C:6](=[O:18])[NH:7][C:8]1([C:16]#[CH:17])[CH2:13][O:12][C:11]([CH3:15])([CH3:14])[O:10][CH2:9]1)([CH3:4])([CH3:3])[CH3:2].[CH:19]#[C:20][CH2:21]CCCCC.IC1C=CC(CCC#CC23CC4CC(CC(C4)C2[OH:48])C3)=CC=1.IC1C=C2C(=CC=1)CN([C:59]([C:72]1[CH:77]=[CH:76][CH:75]=[CH:74][CH:73]=1)([C:66]1[CH:71]=[CH:70][CH:69]=[CH:68][CH:67]=1)C1C=CC=CC=1)C2. No catalyst specified. The product is [C:1]([O:5][C:6](=[O:18])[NH:7][C:8]1([C:16]#[C:17][C:19]2[CH:73]=[CH:74][C:75]([CH2:76][CH2:77][C:72]#[C:59][C:66]3([OH:48])[CH2:67][CH2:68][CH2:69][CH2:70][CH2:71]3)=[CH:21][CH:20]=2)[CH2:13][O:12][C:11]([CH3:15])([CH3:14])[O:10][CH2:9]1)([CH3:4])([CH3:3])[CH3:2]. The yield is 0.620. (2) The reactants are [Na].[N:2]1C=NC=[N:4][CH:3]=1.C([C:10]([CH2:17]C)([C:14]([O-:16])=O)[C:11]([O-:13])=[O:12])C.Cl.[CH2:20](O)[CH3:21]. The catalyst is O. The product is [OH:16][C:14]1[C:10]([C:11]([O:13][CH2:20][CH3:21])=[O:12])=[CH:17][N:4]=[CH:3][N:2]=1. The yield is 0.240. (3) The yield is 0.240. The reactants are [CH3:1][C:2]1[CH:3]=[C:4]2[C:9](=[CH:10][CH:11]=1)[NH:8][C:7](=[O:12])[C:6]([C:13]#[N:14])=[C:5]2[N:15]1[CH2:20][CH2:19][N:18]([C:21]([C:23]2[S:24][CH:25]=[CH:26][CH:27]=2)=[O:22])[CH2:17][CH2:16]1.Cl.[CH3:29][N:30]([CH3:34])[CH2:31][CH2:32]Cl.C(=O)([O-])[O-].[K+].[K+]. The product is [CH3:29][N:30]([CH3:34])[CH2:31][CH2:32][N:8]1[C:9]2[C:4](=[CH:3][C:2]([CH3:1])=[CH:11][CH:10]=2)[C:5]([N:15]2[CH2:16][CH2:17][N:18]([C:21]([C:23]3[S:24][CH:25]=[CH:26][CH:27]=3)=[O:22])[CH2:19][CH2:20]2)=[C:6]([C:13]#[N:14])[C:7]1=[O:12]. The catalyst is CN(C=O)C.